From a dataset of Reaction yield outcomes from USPTO patents with 853,638 reactions. Predict the reaction yield, written as a fraction of the theoretical maximum amount of product (1.0 means a 100% yield; for example, 0.34 means a 34% yield). The reactants are [N+:1]([C:4]1[CH:13]=[C:12]2[C:7]([CH2:8][CH2:9][CH2:10][C:11]2=[N:14]O)=[CH:6][CH:5]=1)([O-])=O. The catalyst is CO. The product is [CH:11]1([NH2:14])[C:12]2[C:7](=[CH:6][CH:5]=[C:4]([NH2:1])[CH:13]=2)[CH2:8][CH2:9][CH2:10]1. The yield is 0.960.